Dataset: Catalyst prediction with 721,799 reactions and 888 catalyst types from USPTO. Task: Predict which catalyst facilitates the given reaction. Reactant: [Br:1][C:2]1[CH:24]=[CH:23][C:22]([F:25])=[CH:21][C:3]=1[O:4][C:5]1[CH:10]=[CH:9][C:8]([C:11]2[CH:15]=[C:14]([C:16]3[NH:20][N:19]=[N:18][N:17]=3)[O:13][N:12]=2)=[CH:7][CH:6]=1.Br[CH2:27][C:28]([O:30][CH2:31][CH3:32])=[O:29].C(N(CC)CC)C. Product: [Br:1][C:2]1[CH:24]=[CH:23][C:22]([F:25])=[CH:21][C:3]=1[O:4][C:5]1[CH:6]=[CH:7][C:8]([C:11]2[CH:15]=[C:14]([C:16]3[N:17]=[N:18][N:19]([CH2:27][C:28]([O:30][CH2:31][CH3:32])=[O:29])[N:20]=3)[O:13][N:12]=2)=[CH:9][CH:10]=1. The catalyst class is: 20.